This data is from Catalyst prediction with 721,799 reactions and 888 catalyst types from USPTO. The task is: Predict which catalyst facilitates the given reaction. Reactant: [OH:1][C:2]1[CH:19]=[CH:18][C:5]2[N:6]([CH2:15][O:16][CH3:17])[C:7](=[O:14])[C:8]3[CH:9]=[CH:10][CH:11]=[N:12][C:13]=3[C:4]=2[CH:3]=1.C(=O)([O-])[O-].[K+].[K+].[I-].[K+].Cl.[CH3:29][N:30]([CH2:32][CH2:33]Cl)[CH3:31]. Product: [CH3:29][N:30]([CH3:31])[CH2:32][CH2:33][O:1][C:2]1[CH:19]=[CH:18][C:5]2[N:6]([CH2:15][O:16][CH3:17])[C:7](=[O:14])[C:8]3[CH:9]=[CH:10][CH:11]=[N:12][C:13]=3[C:4]=2[CH:3]=1. The catalyst class is: 9.